Predict the product of the given reaction. From a dataset of Forward reaction prediction with 1.9M reactions from USPTO patents (1976-2016). Given the reactants [CH3:1][C:2]1[CH2:7][CH2:6][C@@H:5]([C:8]([O:10][C@H]2C(C)(C)COC2=O)=[O:9])[CH2:4][CH:3]=1.O.[OH-].[Li+].Cl, predict the reaction product. The product is: [CH3:1][C:2]1[CH2:7][CH2:6][C@@H:5]([C:8]([OH:10])=[O:9])[CH2:4][CH:3]=1.